This data is from Reaction yield outcomes from USPTO patents with 853,638 reactions. The task is: Predict the reaction yield, written as a fraction of the theoretical maximum amount of product (1.0 means a 100% yield; for example, 0.34 means a 34% yield). (1) The reactants are [CH3:1][C:2]([CH2:8][CH2:9][CH2:10][CH:11]([CH3:18])[CH2:12][CH2:13][CH2:14][CH:15]([CH3:17])[CH3:16])=[CH:3][C:4]([O:6][CH3:7])=[O:5].[OH:19][CH2:20][CH:21](CO)[OH:22].C(=O)([O-])[O-].[K+].[K+].Cl. The catalyst is CN(C)C=O. The product is [CH3:1][C:2]([CH2:8][CH2:9][CH2:10][CH:11]([CH3:18])[CH2:12][CH2:13][CH2:14][CH:15]([CH3:17])[CH3:16])=[CH:3][C:4]([O:6][CH2:7][CH:20]([CH2:21][OH:22])[OH:19])=[O:5]. The yield is 0.290. (2) The reactants are [NH2:1][C:2]1[S:6][N:5]=[C:4]([CH3:7])[C:3]=1[C:8]#[N:9].[C:10](Cl)(=[O:15])[CH2:11][CH:12]([CH3:14])[CH3:13]. The catalyst is N1C=CC=CC=1.C(Cl)(Cl)Cl. The product is [C:8]([C:3]1[C:4]([CH3:7])=[N:5][S:6][C:2]=1[NH:1][C:10](=[O:15])[CH2:11][CH:12]([CH3:14])[CH3:13])#[N:9]. The yield is 0.790. (3) The reactants are [CH:1]1[CH:2]=[CH:3][C:4]2[N:16]([C:17]([NH2:19])=[O:18])[C:15]3[CH:14]=[CH:13][CH:12]=[CH:11][C:10]=3[C:8](=[O:9])[CH2:7][C:5]=2[CH:6]=1.[BH4-].[Na+]. No catalyst specified. The product is [CH:1]1[CH:2]=[CH:3][C:4]2[N:16]([C:17]([NH2:19])=[O:18])[C:15]3[CH:14]=[CH:13][CH:12]=[CH:11][C:10]=3[C@@H:8]([OH:9])[CH2:7][C:5]=2[CH:6]=1. The yield is 0.700. (4) The reactants are [CH2:1]([C:3](=[CH:6][CH2:7][C:8]1[C:9]([O:21][CH2:22][CH2:23][Si:24]([CH3:27])([CH3:26])[CH3:25])=[C:10]2[C:14](=[C:15]([CH3:19])[C:16]=1[O:17][CH3:18])[CH2:13][O:12][C:11]2=[O:20])[CH:4]=[O:5])[CH3:2].[Li+].[BH4-]. The catalyst is CO.C1COCC1. The product is [OH:5][CH2:4][C:3]([CH2:1][CH3:2])=[CH:6][CH2:7][C:8]1[C:9]([O:21][CH2:22][CH2:23][Si:24]([CH3:25])([CH3:27])[CH3:26])=[C:10]2[C:14]([CH2:13][O:12][C:11]2=[O:20])=[C:15]([CH3:19])[C:16]=1[O:17][CH3:18]. The yield is 0.730. (5) The reactants are [Cl:1][C:2]1[CH:9]=[CH:8][C:5]([CH2:6][NH2:7])=[CH:4][CH:3]=1.C[Al](C)C.[I:14][C:15]1[CH:16]=[CH:17][C:18]2[N:19]([CH:30]=1)[C:20](=[O:29])[C:21]([C:24](OCC)=[O:25])=[CH:22][N:23]=2.Cl. The catalyst is C1(C)C=CC=CC=1.O. The product is [Cl:1][C:2]1[CH:9]=[CH:8][C:5]([CH2:6][NH:7][C:24]([C:21]2[C:20](=[O:29])[N:19]3[CH:30]=[C:15]([I:14])[CH:16]=[CH:17][C:18]3=[N:23][CH:22]=2)=[O:25])=[CH:4][CH:3]=1. The yield is 0.580. (6) The reactants are [CH3:1][C:2]1[C:3]([CH:23]=O)=[CH:4][N:5]([S:13]([C:16]2[CH:21]=[CH:20][C:19]([CH3:22])=[CH:18][CH:17]=2)(=[O:15])=[O:14])[C:6]=1[C:7]1[CH:12]=[CH:11][CH:10]=[CH:9][CH:8]=1.[Cl-:25].C[NH3+].[C:28]([BH3-])#[N:29].[Na+]. No catalyst specified. The product is [ClH:25].[CH3:28][NH:29][CH2:23][C:3]1[C:2]([CH3:1])=[C:6]([C:7]2[CH:8]=[CH:9][CH:10]=[CH:11][CH:12]=2)[N:5]([S:13]([C:16]2[CH:21]=[CH:20][C:19]([CH3:22])=[CH:18][CH:17]=2)(=[O:14])=[O:15])[CH:4]=1. The yield is 0.500.